From a dataset of Full USPTO retrosynthesis dataset with 1.9M reactions from patents (1976-2016). Predict the reactants needed to synthesize the given product. Given the product [Cl:1][C:2]1[CH:3]=[C:4]([C:23]([O:25][CH3:26])=[O:24])[C:5]([CH3:22])=[C:6]([N:8]([CH3:27])[CH:9]2[CH2:14][CH2:13][N:12]([C:15]([O:17][C:18]([CH3:19])([CH3:20])[CH3:21])=[O:16])[CH2:11][CH2:10]2)[CH:7]=1, predict the reactants needed to synthesize it. The reactants are: [Cl:1][C:2]1[CH:3]=[C:4]([C:23]([O:25][CH3:26])=[O:24])[C:5]([CH3:22])=[C:6]([NH:8][CH:9]2[CH2:14][CH2:13][N:12]([C:15]([O:17][C:18]([CH3:21])([CH3:20])[CH3:19])=[O:16])[CH2:11][CH2:10]2)[CH:7]=1.[C:27](=O)([O-])[O-].[Cs+].[Cs+].CI.